From a dataset of Full USPTO retrosynthesis dataset with 1.9M reactions from patents (1976-2016). Predict the reactants needed to synthesize the given product. (1) Given the product [C:23]([OH:25])(=[O:24])[C:22]1[CH:27]=[CH:28][CH:29]=[CH:30][CH:21]=1, predict the reactants needed to synthesize it. The reactants are: C(N(CC)C(=O)COC1C=CC(CCO[C:21]2[CH:30]=[CH:29][CH:28]=[CH:27][C:22]=2[C:23]([O:25]C)=[O:24])=CC=1)C1C=CC=CC=1.[OH-].[Li+]. (2) Given the product [CH2:51]([C:46]1[CH:47]=[CH:48][CH:49]=[CH:50][C:45]=1[O:44][CH2:43][CH2:42][CH2:41][CH2:40][O:1][C:2]1[CH:7]=[CH:6][C:5]([CH:8]2[CH2:13][CH2:12][N:11]([C:14]([O:16][C:17]([CH3:19])([CH3:20])[CH3:18])=[O:15])[CH2:10][CH:9]2[O:21][CH2:22][C:23]2[CH:32]=[C:31]3[C:26]([CH2:27][CH2:28][C:29](=[O:38])[N:30]3[CH2:33][CH2:34][CH2:35][O:36][CH3:37])=[CH:25][CH:24]=2)=[CH:4][CH:3]=1)[CH3:52], predict the reactants needed to synthesize it. The reactants are: [OH:1][C:2]1[CH:7]=[CH:6][C:5]([CH:8]2[CH2:13][CH2:12][N:11]([C:14]([O:16][C:17]([CH3:20])([CH3:19])[CH3:18])=[O:15])[CH2:10][CH:9]2[O:21][CH2:22][C:23]2[CH:32]=[C:31]3[C:26]([CH2:27][CH2:28][C:29](=[O:38])[N:30]3[CH2:33][CH2:34][CH2:35][O:36][CH3:37])=[CH:25][CH:24]=2)=[CH:4][CH:3]=1.Br[CH2:40][CH2:41][CH2:42][CH2:43][O:44][C:45]1[CH:50]=[CH:49][CH:48]=[CH:47][C:46]=1[CH2:51][CH3:52].